Dataset: KCNQ2 potassium channel screen with 302,405 compounds. Task: Binary Classification. Given a drug SMILES string, predict its activity (active/inactive) in a high-throughput screening assay against a specified biological target. (1) The molecule is OC(Cn1c2c(CCCC2)c2c1ccc(c2)C)CNC1CCCCC1. The result is 0 (inactive). (2) The compound is Clc1nc(NCCC=2CCCCC2)nc(Cl)n1. The result is 0 (inactive). (3) The drug is ClCC(=O)N(Cc1c2c([nH]c(=O)c1)cccc2)c1c(cccc1)C. The result is 0 (inactive). (4) The drug is Clc1c(OCC(=O)Nc2ncc(Cl)cc2)cccc1. The result is 0 (inactive).